Dataset: Forward reaction prediction with 1.9M reactions from USPTO patents (1976-2016). Task: Predict the product of the given reaction. (1) Given the reactants [Cl:1][C:2]1[CH:3]=[C:4]([C:12]2[O:16][N:15]=[C:14]([C:17]3[CH:26]=[CH:25][CH:24]=[C:23]4[C:18]=3[CH:19]=[CH:20][N:21]=[C:22]4[CH2:27][CH2:28][C:29]([O:31]C(C)(C)C)=[O:30])[N:13]=2)[CH:5]=[N:6][C:7]=1[O:8][CH:9]([CH3:11])[CH3:10], predict the reaction product. The product is: [Cl:1][C:2]1[CH:3]=[C:4]([C:12]2[O:16][N:15]=[C:14]([C:17]3[CH:26]=[CH:25][CH:24]=[C:23]4[C:18]=3[CH:19]=[CH:20][N:21]=[C:22]4[CH2:27][CH2:28][C:29]([OH:31])=[O:30])[N:13]=2)[CH:5]=[N:6][C:7]=1[O:8][CH:9]([CH3:10])[CH3:11]. (2) The product is: [OH:41][CH2:40][CH2:39][NH:38][C:2]1[CH:11]=[C:10]2[C:5]([CH:6]=[C:7]([NH:12][C:13]([CH:15]3[CH2:17][CH2:16]3)=[O:14])[N:8]=[CH:9]2)=[CH:4][CH:3]=1. Given the reactants Br[C:2]1[CH:11]=[C:10]2[C:5]([CH:6]=[C:7]([NH:12][C:13]([CH:15]3[CH2:17][CH2:16]3)=[O:14])[N:8]=[CH:9]2)=[CH:4][CH:3]=1.N1C2C(=CC=C3C=2N=CC=C3)C=CC=1.C(=O)([O-])[O-].[Cs+].[Cs+].[NH2:38][CH2:39][CH2:40][OH:41], predict the reaction product. (3) Given the reactants C(OC([NH:8][C@H:9]1[CH2:14][C@@H:13]([CH3:15])[CH2:12][N:11]([C:16]2[CH:21]=[CH:20][N:19]=[CH:18][C:17]=2[NH:22][C:23]([C:25]2[C:34]([NH:35]C(=O)OCC3C=CC=CC=3)=[CH:33][C:32]3[C:27](=[CH:28][C:29]([N:46]4[CH2:51][CH2:50][N:49]([CH3:52])[CH2:48][CH2:47]4)=[CH:30][CH:31]=3)[N:26]=2)=[O:24])[CH2:10]1)=O)(C)(C)C.Br, predict the reaction product. The product is: [NH2:35][C:34]1[C:25]([C:23]([NH:22][C:17]2[CH:18]=[N:19][CH:20]=[CH:21][C:16]=2[N:11]2[CH2:12][C@H:13]([CH3:15])[CH2:14][C@H:9]([NH2:8])[CH2:10]2)=[O:24])=[N:26][C:27]2[C:32]([CH:33]=1)=[CH:31][CH:30]=[C:29]([N:46]1[CH2:51][CH2:50][N:49]([CH3:52])[CH2:48][CH2:47]1)[CH:28]=2. (4) Given the reactants [N:1]1[C:2]([C:10](=[O:17])[CH2:11][C:12]([O:14][CH2:15][CH3:16])=[O:13])=[N:3][N:4]2[CH:9]=[CH:8][CH:7]=[CH:6][C:5]=12.CO[CH:20](OC)[N:21]([CH3:23])[CH3:22], predict the reaction product. The product is: [N:1]1[C:2]([C:10](/[C:11](=[CH:20]\[N:21]([CH3:23])[CH3:22])/[C:12]([O:14][CH2:15][CH3:16])=[O:13])=[O:17])=[N:3][N:4]2[CH:9]=[CH:8][CH:7]=[CH:6][C:5]=12. (5) Given the reactants [NH2:1][C@H:2]1[CH2:7][CH2:6][CH2:5][N:4]([C:8]([O:10][C:11]([CH3:14])([CH3:13])[CH3:12])=[O:9])[CH2:3]1.[F:15][C:16]([F:26])([F:25])[C:17]1[CH:24]=[CH:23][CH:22]=[CH:21][C:18]=1[CH:19]=O, predict the reaction product. The product is: [F:15][C:16]([F:25])([F:26])[C:17]1[CH:24]=[CH:23][CH:22]=[CH:21][C:18]=1[CH2:19][NH:1][C@H:2]1[CH2:7][CH2:6][CH2:5][N:4]([C:8]([O:10][C:11]([CH3:14])([CH3:13])[CH3:12])=[O:9])[CH2:3]1. (6) Given the reactants N(C(OCC)=O)=NC(OCC)=O.[Cl:13][C:14]1[CH:19]=[CH:18][C:17]([C:20]2[N:25]=[CH:24][N:23]=[C:22]([CH2:26][CH2:27][CH2:28]O)[CH:21]=2)=[CH:16][CH:15]=1.[O:30]1[CH2:34][C:33](=[O:35])[NH:32][C:31]1=[O:36].C1(P(C2C=CC=CC=2)C2C=CC=CC=2)C=CC=CC=1, predict the reaction product. The product is: [Cl:13][C:14]1[CH:15]=[CH:16][C:17]([C:20]2[N:25]=[CH:24][N:23]=[C:22]([CH2:26][CH2:27][CH2:28][N:32]3[C:33](=[O:35])[CH2:34][O:30][C:31]3=[O:36])[CH:21]=2)=[CH:18][CH:19]=1.